This data is from Reaction yield outcomes from USPTO patents with 853,638 reactions. The task is: Predict the reaction yield, written as a fraction of the theoretical maximum amount of product (1.0 means a 100% yield; for example, 0.34 means a 34% yield). (1) The reactants are C([O:8][N:9]1[C:15](=[O:16])[N:14]2[CH2:17][C@H:10]1[CH2:11][CH2:12][C@H:13]2[C:18]([NH:20][O:21][CH2:22][CH2:23][C:24]1[CH:29]=[CH:28][CH:27]=[CH:26][N:25]=1)=[O:19])C1C=CC=CC=1.[H][H]. The catalyst is CO.[Pd]. The product is [OH:8][N:9]1[C:15](=[O:16])[N:14]2[CH2:17][C@H:10]1[CH2:11][CH2:12][C@H:13]2[C:18]([NH:20][O:21][CH2:22][CH2:23][C:24]1[CH:29]=[CH:28][CH:27]=[CH:26][N:25]=1)=[O:19]. The yield is 0.500. (2) The reactants are Cl.[CH2:2]([O:4][C:5](=[O:8])[CH2:6][NH2:7])[CH3:3].[Cl:9][C:10]1[C:15]([N+:16]([O-:18])=[O:17])=[C:14](Cl)[N:13]=[CH:12][N:11]=1.C(N(C(C)C)C(C)C)C. The catalyst is CN(C=O)C. The product is [CH2:2]([O:4][C:5](=[O:8])[CH2:6][NH:7][C:14]1[C:15]([N+:16]([O-:18])=[O:17])=[C:10]([Cl:9])[N:11]=[CH:12][N:13]=1)[CH3:3]. The yield is 0.780. (3) The reactants are [C:1]([C:4]1[CH:9]=[CH:8][C:7](B(O)O)=[CH:6][CH:5]=1)(=[O:3])[CH3:2].I[C:14]1[C:22]2[C:17](=[N:18][CH:19]=[N:20][C:21]=2[NH2:23])[N:16]([CH:24]([CH3:26])[CH3:25])[N:15]=1.C([O-])([O-])=O.[Na+].[Na+]. The catalyst is CCO.COCCOC.C1C=CC([P]([Pd]([P](C2C=CC=CC=2)(C2C=CC=CC=2)C2C=CC=CC=2)([P](C2C=CC=CC=2)(C2C=CC=CC=2)C2C=CC=CC=2)[P](C2C=CC=CC=2)(C2C=CC=CC=2)C2C=CC=CC=2)(C2C=CC=CC=2)C2C=CC=CC=2)=CC=1. The product is [NH2:23][C:21]1[N:20]=[CH:19][N:18]=[C:17]2[N:16]([CH:24]([CH3:26])[CH3:25])[N:15]=[C:14]([C:7]3[CH:8]=[CH:9][C:4]([C:1](=[O:3])[CH3:2])=[CH:5][CH:6]=3)[C:22]=12. The yield is 0.620.